Dataset: Full USPTO retrosynthesis dataset with 1.9M reactions from patents (1976-2016). Task: Predict the reactants needed to synthesize the given product. (1) Given the product [ClH:46].[C:34]([C:31]1[CH:30]=[CH:29][C:28]([CH2:27][CH:15]([NH:16][S:17]([C:20]2[CH:25]=[CH:24][CH:23]=[C:22]([F:26])[CH:21]=2)(=[O:19])=[O:18])[C:11]2[N:10]=[C:9]([NH:8][CH2:38][C:39]([OH:41])=[O:40])[CH:14]=[CH:13][CH:12]=2)=[CH:33][CH:32]=1)([CH3:37])([CH3:35])[CH3:36], predict the reactants needed to synthesize it. The reactants are: C(OC([N:8]([CH2:38][C:39]([O:41]C(C)(C)C)=[O:40])[C:9]1[CH:14]=[CH:13][CH:12]=[C:11]([CH:15]([CH2:27][C:28]2[CH:33]=[CH:32][C:31]([C:34]([CH3:37])([CH3:36])[CH3:35])=[CH:30][CH:29]=2)[NH:16][S:17]([C:20]2[CH:25]=[CH:24][CH:23]=[C:22]([F:26])[CH:21]=2)(=[O:19])=[O:18])[N:10]=1)=O)(C)(C)C.[ClH:46].O1CCOCC1. (2) Given the product [F:1][C:2]1[CH:3]=[N:4][CH:5]=[C:6]([C:27]=1[CH3:28])[C:7]([NH:9][C:10]1[CH:15]=[CH:14][C:13]([CH:16]([C:19]2[CH:20]=[N:21][C:22]([O:25][CH3:26])=[CH:23][CH:24]=2)[CH2:17][CH3:18])=[CH:12][N:11]=1)=[O:8], predict the reactants needed to synthesize it. The reactants are: [F:1][C:2]1[CH:3]=[N:4][CH:5]=[C:6]([C:27]=1[CH3:28])[C:7]([NH:9][C:10]1[CH:15]=[CH:14][C:13](/[C:16](/[C:19]2[CH:20]=[N:21][C:22]([O:25][CH3:26])=[CH:23][CH:24]=2)=[CH:17]\[CH3:18])=[CH:12][N:11]=1)=[O:8].C(O)=O.